From a dataset of Forward reaction prediction with 1.9M reactions from USPTO patents (1976-2016). Predict the product of the given reaction. (1) The product is: [Cl:1][C:2]1[CH:3]=[CH:4][C:5]([C:8]2[CH:9]=[CH:10][C:11]([CH3:22])=[C:12]([C:14]3[C:15](=[O:21])[CH:16]([CH2:35][C:34]#[CH:33])[CH2:17][C:18]=3[O:19][CH3:20])[CH:13]=2)=[CH:6][CH:7]=1. Given the reactants [Cl:1][C:2]1[CH:7]=[CH:6][C:5]([C:8]2[CH:9]=[CH:10][C:11]([CH3:22])=[C:12]([C:14]3[C:15](=[O:21])[CH2:16][CH2:17][C:18]=3[O:19][CH3:20])[CH:13]=2)=[CH:4][CH:3]=1.C[Si]([N-][Si](C)(C)C)(C)C.[K+].[CH2:33](Br)[C:34]#[CH:35], predict the reaction product. (2) The product is: [CH3:3][C:4]1([C:9]2[S:13][C:12]([CH2:14][N:15]3[CH:19]=[C:18]([NH2:20])[CH:17]=[N:16]3)=[CH:11][CH:10]=2)[O:8][CH2:7][CH2:6][O:5]1. Given the reactants N#N.[CH3:3][C:4]1([C:9]2[S:13][C:12]([CH2:14][N:15]3[CH:19]=[C:18]([N+:20]([O-])=O)[CH:17]=[N:16]3)=[CH:11][CH:10]=2)[O:8][CH2:7][CH2:6][O:5]1.[NH4+].[Cl-], predict the reaction product. (3) Given the reactants [C:1]([O:5][C:6]([NH:8][C:9]1[O:17][C:16]2[C:11](=[N:12][CH:13]=[C:14]([C:18]3[C:23]([F:24])=[CH:22][CH:21]=[CH:20][C:19]=3[F:25])[CH:15]=2)[C:10]=1[C:26]([O:28]CC)=[O:27])=[O:7])([CH3:4])([CH3:3])[CH3:2].O[Li].O, predict the reaction product. The product is: [C:1]([O:5][C:6]([NH:8][C:9]1[O:17][C:16]2[C:11](=[N:12][CH:13]=[C:14]([C:18]3[C:23]([F:24])=[CH:22][CH:21]=[CH:20][C:19]=3[F:25])[CH:15]=2)[C:10]=1[C:26]([OH:28])=[O:27])=[O:7])([CH3:4])([CH3:2])[CH3:3]. (4) Given the reactants [C:1]([O:9]CC)(=[O:8])[CH2:2][C:3](OCC)=O.[H-].[Na+].BrC[C:16]1[CH:21]=[CH:20][C:19]([N+:22]([O-:24])=[O:23])=[CH:18][C:17]=1[CH2:25]Br.[OH-].[Na+], predict the reaction product. The product is: [N+:22]([C:19]1[CH:18]=[C:17]2[C:16](=[CH:21][CH:20]=1)[CH2:3][CH:2]([C:1]([OH:9])=[O:8])[CH2:25]2)([O-:24])=[O:23]. (5) Given the reactants Cl.[OH:2][CH:3]1[CH2:6][NH:5][CH2:4]1.[C:7](Cl)(=[O:14])[C:8]1[CH:13]=[CH:12][CH:11]=[CH:10][CH:9]=1.C(=O)([O-])[O-].[K+].[K+], predict the reaction product. The product is: [OH:2][CH:3]1[CH2:6][N:5]([C:7]([C:8]2[CH:13]=[CH:12][CH:11]=[CH:10][CH:9]=2)=[O:14])[CH2:4]1. (6) Given the reactants [C:1]([NH:5][C:6]1[O:7][C:8]([C:11]2[CH:12]=[C:13]3[C:17](=[CH:18][CH:19]=2)[N:16]([S:20]([C:23]2[CH:29]=[CH:28][C:26]([CH3:27])=[CH:25][CH:24]=2)(=[O:22])=[O:21])[CH:15]=[C:14]3I)=[N:9][N:10]=1)([CH3:4])([CH3:3])[CH3:2].[CH3:31][C:32]1([CH3:48])[C:36]([CH3:38])([CH3:37])[O:35][B:34]([B:34]2[O:35][C:36]([CH3:38])([CH3:37])[C:32]([CH3:48])([CH3:31])[O:33]2)[O:33]1.C([O-])(=O)C.[K+].C(Cl)Cl, predict the reaction product. The product is: [C:1]([NH:5][C:6]1[O:7][C:8]([C:11]2[CH:12]=[C:13]3[C:17](=[CH:18][CH:19]=2)[N:16]([S:20]([C:23]2[CH:29]=[CH:28][C:26]([CH3:27])=[CH:25][CH:24]=2)(=[O:22])=[O:21])[CH:15]=[C:14]3[B:34]2[O:35][C:36]([CH3:38])([CH3:37])[C:32]([CH3:48])([CH3:31])[O:33]2)=[N:9][N:10]=1)([CH3:4])([CH3:3])[CH3:2]. (7) Given the reactants [F:1][C:2]([CH3:35])([C:23]([NH:25][CH2:26][CH2:27][C:28]([F:34])([F:33])[C:29]([F:32])([F:31])[F:30])=[O:24])[C:3]([NH:5][C@@H:6]1[C:12](=[O:13])[N:11]([CH3:14])[C:10]2[CH:15]=[CH:16][CH:17]=[CH:18][C:9]=2[C:8]2[CH:19]=[CH:20][CH:21]=[CH:22][C:7]1=2)=[O:4].CCCCCCC, predict the reaction product. The product is: [F:1][C@:2]([CH3:35])([C:23]([NH:25][CH2:26][CH2:27][C:28]([F:33])([F:34])[C:29]([F:32])([F:31])[F:30])=[O:24])[C:3]([NH:5][C@@H:6]1[C:12](=[O:13])[N:11]([CH3:14])[C:10]2[CH:15]=[CH:16][CH:17]=[CH:18][C:9]=2[C:8]2[CH:19]=[CH:20][CH:21]=[CH:22][C:7]1=2)=[O:4].